From a dataset of Reaction yield outcomes from USPTO patents with 853,638 reactions. Predict the reaction yield, written as a fraction of the theoretical maximum amount of product (1.0 means a 100% yield; for example, 0.34 means a 34% yield). (1) The reactants are [C:1]12([C:14]([OH:16])=[O:15])[CH2:10][CH:5]3[CH2:6][CH:7]([CH2:9][C:3]([C:11]([OH:13])=[O:12])([CH2:4]3)[CH2:2]1)[CH2:8]2.[OH:17]N1C(=O)C2=CC=CC=C2C1=O. The catalyst is [Co+2].C(O)(=O)C. The product is [OH:17][C:5]12[CH2:4][C:3]3([C:11]([OH:13])=[O:12])[CH2:9][CH:7]([CH2:8][C:1]([C:14]([OH:16])=[O:15])([CH2:2]3)[CH2:10]1)[CH2:6]2. The yield is 0.525. (2) The reactants are [NH2:1][C:2]1[S:3][C:4]2[CH:10]=[C:9]([C:11]3[CH:12]=[C:13]([N:23]4[CH:28]=[CH:27][C:26](=[O:29])[NH:25][C:24]4=[O:30])[CH:14]=[C:15]([C:19]([CH3:22])([CH3:21])[CH3:20])[C:16]=3[O:17][CH3:18])[CH:8]=[CH:7][C:5]=2[N:6]=1.[C:31](OC(=O)C)(=[O:33])[CH3:32]. No catalyst specified. The product is [C:19]([C:15]1[C:16]([O:17][CH3:18])=[C:11]([C:9]2[CH:8]=[CH:7][C:5]3[N:6]=[C:2]([NH:1][C:31](=[O:33])[CH3:32])[S:3][C:4]=3[CH:10]=2)[CH:12]=[C:13]([N:23]2[CH:28]=[CH:27][C:26](=[O:29])[NH:25][C:24]2=[O:30])[CH:14]=1)([CH3:22])([CH3:21])[CH3:20]. The yield is 0.880.